From a dataset of Catalyst prediction with 721,799 reactions and 888 catalyst types from USPTO. Predict which catalyst facilitates the given reaction. (1) Reactant: [CH3:1][O:2][C:3]1[N:8]=[CH:7][C:6]([C:9]2[N:17]3[C:12]([CH:13]=[N:14][C:15]([NH:18][C:19]4[CH:24]=[CH:23][CH:22]=[C:21]([NH2:25])[CH:20]=4)=[N:16]3)=[CH:11][CH:10]=2)=[CH:5][CH:4]=1.[CH3:26][O:27][C@H:28]([CH3:32])[C:29](O)=[O:30].CN(C)C=O.C([O-])(O)=O.[Na+]. Product: [CH3:26][O:27][C@H:28]([CH3:32])[C:29]([NH:25][C:21]1[CH:22]=[CH:23][CH:24]=[C:19]([NH:18][C:15]2[N:14]=[CH:13][C:12]3=[CH:11][CH:10]=[C:9]([C:6]4[CH:7]=[N:8][C:3]([O:2][CH3:1])=[CH:4][CH:5]=4)[N:17]3[N:16]=2)[CH:20]=1)=[O:30]. The catalyst class is: 2. (2) Reactant: C(Br)(Br)(Br)[Br:2].[C:6]1([C:12]([C:29]2[CH:34]=[CH:33][CH:32]=[CH:31][CH:30]=2)([C:23]2[CH:28]=[CH:27][CH:26]=[CH:25][CH:24]=2)[O:13][CH2:14][CH2:15][O:16][CH2:17][CH2:18][O:19][CH2:20][CH2:21]O)[CH:11]=[CH:10][CH:9]=[CH:8][CH:7]=1.C1(P(C2C=CC=CC=2)C2C=CC=CC=2)C=CC=CC=1. Product: [C:6]1([C:12]([C:29]2[CH:34]=[CH:33][CH:32]=[CH:31][CH:30]=2)([C:23]2[CH:28]=[CH:27][CH:26]=[CH:25][CH:24]=2)[O:13][CH2:14][CH2:15][O:16][CH2:17][CH2:18][O:19][CH:20]([Br:2])[CH3:21])[CH:11]=[CH:10][CH:9]=[CH:8][CH:7]=1. The catalyst class is: 4.